This data is from Reaction yield outcomes from USPTO patents with 853,638 reactions. The task is: Predict the reaction yield, written as a fraction of the theoretical maximum amount of product (1.0 means a 100% yield; for example, 0.34 means a 34% yield). (1) The reactants are [CH:1]([C:3]1[CH:4]=[C:5](B(O)O)[CH:6]=[CH:7][C:8]=1[O:9][CH3:10])=[O:2].Br[C:15]1[CH:16]=[N:17][CH:18]=[CH:19][CH:20]=1.C(=O)([O-])[O-].[Cs+].[Cs+]. The catalyst is C1(C)C=CC=CC=1.C(O)C. The product is [CH3:10][O:9][C:8]1[CH:7]=[CH:6][C:5]([C:15]2[CH:16]=[N:17][CH:18]=[CH:19][CH:20]=2)=[CH:4][C:3]=1[CH:1]=[O:2]. The yield is 0.320. (2) The reactants are [NH2:1][C:2]1[CH:7]=[C:6]([O:8][C:9]2[CH:14]=[CH:13][C:12]([N+:15]([O-:17])=[O:16])=[CH:11][CH:10]=2)[N:5]=[CH:4][N:3]=1.CCN(C(C)C)C(C)C.[CH3:27][O:28][CH2:29][C:30](Cl)=[O:31]. The catalyst is C(Cl)Cl. The product is [CH3:27][O:28][CH2:29][C:30]([NH:1][C:2]1[CH:7]=[C:6]([O:8][C:9]2[CH:10]=[CH:11][C:12]([N+:15]([O-:17])=[O:16])=[CH:13][CH:14]=2)[N:5]=[CH:4][N:3]=1)=[O:31]. The yield is 0.970. (3) The reactants are [F:1][C:2]1[C:3]([N:12]2[CH2:17][CH2:16][CH:15]([N:18]3[CH2:22][CH2:21][N:20]([CH2:23][C:24]4[CH:33]=[CH:32][C:27]([C:28]([O:30]C)=[O:29])=[CH:26][CH:25]=4)[C:19]3=[O:34])[CH2:14][CH2:13]2)=[N:4][CH:5]=[C:6]([C:8]([F:11])([F:10])[F:9])[CH:7]=1.[OH-].[Li+]. The catalyst is C1COCC1.O. The product is [F:1][C:2]1[C:3]([N:12]2[CH2:13][CH2:14][CH:15]([N:18]3[CH2:22][CH2:21][N:20]([CH2:23][C:24]4[CH:33]=[CH:32][C:27]([C:28]([OH:30])=[O:29])=[CH:26][CH:25]=4)[C:19]3=[O:34])[CH2:16][CH2:17]2)=[N:4][CH:5]=[C:6]([C:8]([F:11])([F:9])[F:10])[CH:7]=1. The yield is 0.640.